From a dataset of Catalyst prediction with 721,799 reactions and 888 catalyst types from USPTO. Predict which catalyst facilitates the given reaction. (1) Reactant: [N+:1]([C:4]1[CH:28]=[CH:27][C:7]([O:8][C@H:9]([C@H:14]2[O:22][C@H:21]3[C@H:17]([N:18]=[C:19]([NH:23][CH3:24])[S:20]3)[C@@H:16]([OH:25])[C@@H:15]2[OH:26])[C:10]([F:13])([F:12])[F:11])=[CH:6][CH:5]=1)([O-])=O. Product: [NH2:1][C:4]1[CH:28]=[CH:27][C:7]([O:8][C@H:9]([C@H:14]2[O:22][C@H:21]3[C@H:17]([N:18]=[C:19]([NH:23][CH3:24])[S:20]3)[C@@H:16]([OH:25])[C@@H:15]2[OH:26])[C:10]([F:11])([F:12])[F:13])=[CH:6][CH:5]=1. The catalyst class is: 19. (2) Reactant: [Br:1][C:2]1[CH:3]=[CH:4][C:5]2[NH:11][C:10]3[N:12]=[C:13]([C:16]([F:19])([F:18])[F:17])[CH:14]=[CH:15][C:9]=3[CH2:8][NH:7][C:6]=2[CH:20]=1.[C:21]([C:25]1[CH:30]=[CH:29][C:28]([S:31](Cl)(=[O:33])=[O:32])=[CH:27][CH:26]=1)([CH3:24])([CH3:23])[CH3:22].N1C=CC=CC=1. Product: [Br:1][C:2]1[CH:3]=[CH:4][C:5]2[NH:11][C:10]3[N:12]=[C:13]([C:16]([F:19])([F:17])[F:18])[CH:14]=[CH:15][C:9]=3[CH2:8][N:7]([S:31]([C:28]3[CH:29]=[CH:30][C:25]([C:21]([CH3:24])([CH3:23])[CH3:22])=[CH:26][CH:27]=3)(=[O:33])=[O:32])[C:6]=2[CH:20]=1. The catalyst class is: 79.